Predict the reaction yield, written as a fraction of the theoretical maximum amount of product (1.0 means a 100% yield; for example, 0.34 means a 34% yield). From a dataset of Reaction yield outcomes from USPTO patents with 853,638 reactions. The reactants are [F:1][C:2]1[CH:3]=[C:4]2[C:8](=[CH:9][CH:10]=1)[NH:7][CH:6]=[C:5]2[CH:11]1[CH2:15][C:14](=[O:16])[NH:13][C:12]1=[O:17].F[C:19]1C=C2C(=CC=1C)NC=C2.C1(=O)NC(=O)C=C1. No catalyst specified. The product is [F:1][C:2]1[CH:3]=[C:4]2[C:8](=[CH:9][C:10]=1[CH3:19])[NH:7][CH:6]=[C:5]2[CH:11]1[CH2:15][C:14](=[O:16])[NH:13][C:12]1=[O:17]. The yield is 0.00200.